Dataset: Forward reaction prediction with 1.9M reactions from USPTO patents (1976-2016). Task: Predict the product of the given reaction. (1) Given the reactants Cl[C:2]1[CH:3]=[CH:4][N:5]2[C:10]([C:11]=1[CH3:12])=[C:9]([CH:13]1[CH2:15][CH2:14]1)[CH:8]=[C:7]([C:16]([O:18][CH3:19])=[O:17])[C:6]2=[O:20].CC1(C)C(C)(C)OB([C:29]2[CH2:34][CH2:33][N:32]([C:35]([O:37][C:38]([CH3:41])([CH3:40])[CH3:39])=[O:36])[CH2:31][CH:30]=2)O1, predict the reaction product. The product is: [C:38]([O:37][C:35]([N:32]1[CH2:31][CH:30]=[C:29]([C:2]2[CH:3]=[CH:4][N:5]3[C:10]([C:11]=2[CH3:12])=[C:9]([CH:13]2[CH2:15][CH2:14]2)[CH:8]=[C:7]([C:16]([O:18][CH3:19])=[O:17])[C:6]3=[O:20])[CH2:34][CH2:33]1)=[O:36])([CH3:41])([CH3:39])[CH3:40]. (2) Given the reactants OCCCN1C2C(=CC=CC=2)C=C1[C:14]1[C:15](=[O:29])[NH:16][C:17](=O)[C:18]=1[C:19]1[CH:20]=[CH:21][CH:22]=[C:23]2[C:27]=1[NH:26][CH:25]=[CH:24]2.II.[O:32]1[CH2:37][CH2:36]OCC1, predict the reaction product. The product is: [OH:29][CH2:15][CH2:14][CH2:18][C:22]1[CH:21]=[C:20]2[C:25]3[C:24](=[C:14]4[C:15](=[O:29])[N:16]=[CH:17][C:18]4=[C:19]2[C:27]2[C:23]=1[CH:24]=[CH:25][N:26]=2)[C:23]1[CH2:36][C:37](=[O:32])[CH:20]=[CH:19][C:27]=1[N:26]=3. (3) Given the reactants O1CCCC1.[Si]([O:13][C@@H:14]1[CH2:18][CH2:17][N:16]([C:19]2[CH:24]=[CH:23][C:22]([C:25]3[NH:26][C:27](=[O:41])[C:28]4[N:33]([CH:34]5[CH2:39][CH2:38][CH2:37][CH2:36][CH2:35]5)[N:32]=[C:31]([CH3:40])[C:29]=4[N:30]=3)=[C:21]([O:42][CH3:43])[CH:20]=2)[CH2:15]1)(C(C)(C)C)(C)C.[F-].C([N+](CCCC)(CCCC)CCCC)CCC, predict the reaction product. The product is: [CH:34]1([N:33]2[C:28]3[C:27](=[O:41])[NH:26][C:25]([C:22]4[CH:23]=[CH:24][C:19]([N:16]5[CH2:17][CH2:18][C@@H:14]([OH:13])[CH2:15]5)=[CH:20][C:21]=4[O:42][CH3:43])=[N:30][C:29]=3[C:31]([CH3:40])=[N:32]2)[CH2:35][CH2:36][CH2:37][CH2:38][CH2:39]1.